Dataset: Reaction yield outcomes from USPTO patents with 853,638 reactions. Task: Predict the reaction yield, written as a fraction of the theoretical maximum amount of product (1.0 means a 100% yield; for example, 0.34 means a 34% yield). (1) The reactants are [CH3:1][C:2]1[N:6]([CH3:7])[C:5]2[CH:8]=[CH:9][C:10]3[C:11](=[O:22])[CH2:12][CH:13]([C:16]4[CH:21]=[CH:20][CH:19]=[CH:18][CH:17]=4)[O:14][C:15]=3[C:4]=2[N:3]=1.[BH4-].[Na+].[Cl-].[NH4+]. The catalyst is CO. The product is [CH3:1][C:2]1[N:6]([CH3:7])[C:5]2[CH:8]=[CH:9][C:10]3[C@H:11]([OH:22])[CH2:12][C@H:13]([C:16]4[CH:17]=[CH:18][CH:19]=[CH:20][CH:21]=4)[O:14][C:15]=3[C:4]=2[N:3]=1. The yield is 0.950. (2) The reactants are [CH:1]([C:3]1[CH:12]=[CH:11][C:6]([C:7]([O:9][CH3:10])=[O:8])=[CH:5][CH:4]=1)=[O:2].[CH2:13]([Mg]Br)[CH2:14][CH3:15]. The catalyst is O1CCCC1. The product is [OH:2][CH:1]([C:3]1[CH:12]=[CH:11][C:6]([C:7]([O:9][CH3:10])=[O:8])=[CH:5][CH:4]=1)[CH2:13][CH2:14][CH3:15]. The yield is 0.470. (3) The reactants are [F:1][C:2]1[CH:7]=[CH:6][CH:5]=[C:4]([F:8])[C:3]=1[C:9]1[S:10][C:11]([NH:31]C(=O)OC(C)(C)C)=[C:12]([C:14](=[O:30])[NH:15][C:16]2[CH:17]=[N:18][N:19]([CH3:29])[C:20]=2[N:21]2[CH2:26][CH2:25][CH2:24][C:23]([F:28])([F:27])[CH2:22]2)[N:13]=1.Cl. The catalyst is CO.O1CCOCC1. The product is [NH2:31][C:11]1[S:10][C:9]([C:3]2[C:2]([F:1])=[CH:7][CH:6]=[CH:5][C:4]=2[F:8])=[N:13][C:12]=1[C:14]([NH:15][C:16]1[CH:17]=[N:18][N:19]([CH3:29])[C:20]=1[N:21]1[CH2:26][CH2:25][CH2:24][C:23]([F:27])([F:28])[CH2:22]1)=[O:30]. The yield is 0.630. (4) The reactants are C(OC([N:8]1[CH2:12][CH2:11][CH:10]([NH:13][CH2:14][C:15](=[O:47])[NH:16][CH:17]([B:34]2[O:42]C3C(C)(C4CC(C3)C4(C)C)[O:35]2)[CH2:18][C:19]2[CH:24]=[CH:23][CH:22]=[C:21]([C:25]([O:27]C(C)(C)C)=[O:26])[C:20]=2OC)[CH2:9]1)=O)(C)(C)C.B(Cl)(Cl)Cl. No catalyst specified. The product is [OH:35][B:34]1[CH:17]([NH:16][C:15](=[O:47])[CH2:14][NH:13][CH:10]2[CH2:11][CH2:12][NH:8][CH2:9]2)[CH2:18][C:19]2[CH:24]=[CH:23][CH:22]=[C:21]([C:25]([OH:27])=[O:26])[C:20]=2[O:42]1. The yield is 0.0600. (5) The reactants are [CH:1]([C:4]1[CH:9]=[CH:8][CH:7]=[CH:6][C:5]=1[C:10]1[CH:15]=[CH:14][CH:13]=[CH:12][C:11]=1[CH2:16]O)([CH3:3])[CH3:2].S(Cl)([Cl:20])=O. The catalyst is ClCCCl. The product is [Cl:20][CH2:16][C:11]1[CH:12]=[CH:13][CH:14]=[CH:15][C:10]=1[C:5]1[CH:6]=[CH:7][CH:8]=[CH:9][C:4]=1[CH:1]([CH3:3])[CH3:2]. The yield is 1.00. (6) The reactants are [O:1]1[CH:5]=[CH:4][CH:3]=[C:2]1[C:6]1[CH:25]=[CH:24][C:9]([C:10]([N:12]([CH2:16][C:17]2[CH:22]=[CH:21][CH:20]=[CH:19][C:18]=2[OH:23])[CH:13]([CH3:15])[CH3:14])=[O:11])=[CH:8][CH:7]=1.C(=O)([O-])[O-].[K+].[K+].Br[CH2:33][CH2:34][O:35][CH2:36][CH2:37][C:38]([O:40][CH2:41][CH3:42])=[O:39]. The catalyst is CN(C=O)C.O. The product is [O:1]1[CH:5]=[CH:4][CH:3]=[C:2]1[C:6]1[CH:7]=[CH:8][C:9]([C:10]([N:12]([CH2:16][C:17]2[CH:22]=[CH:21][CH:20]=[CH:19][C:18]=2[O:23][CH2:33][CH2:34][O:35][CH2:36][CH2:37][C:38]([O:40][CH2:41][CH3:42])=[O:39])[CH:13]([CH3:15])[CH3:14])=[O:11])=[CH:24][CH:25]=1. The yield is 0.590. (7) The yield is 0.830. The reactants are C[O:2][C:3](=[O:33])[C:4]1[CH:9]=[CH:8][C:7]([CH:10]([NH:25][C:26]([O:28][C:29]([CH3:32])([CH3:31])[CH3:30])=[O:27])[CH2:11][NH:12][C:13]([C:15]2([C:18]3[CH:23]=[CH:22][C:21]([Cl:24])=[CH:20][CH:19]=3)[CH2:17][CH2:16]2)=[O:14])=[CH:6][CH:5]=1.[OH-].[Na+]. The catalyst is CO. The product is [C:29]([O:28][C:26]([NH:25][CH:10]([C:7]1[CH:6]=[CH:5][C:4]([C:3]([OH:33])=[O:2])=[CH:9][CH:8]=1)[CH2:11][NH:12][C:13]([C:15]1([C:18]2[CH:23]=[CH:22][C:21]([Cl:24])=[CH:20][CH:19]=2)[CH2:17][CH2:16]1)=[O:14])=[O:27])([CH3:32])([CH3:30])[CH3:31].